Predict the product of the given reaction. From a dataset of Forward reaction prediction with 1.9M reactions from USPTO patents (1976-2016). Given the reactants [N:1]1[C:10]2[C:5](=[CH:6][C:7]([CH2:11][C:12](OC(C)(C)C)=O)=[CH:8][CH:9]=2)[N:4]=[CH:3][CH:2]=1.[C:19]1([C:25]2[N:30]=[N:29][C:28]([NH:31][NH2:32])=[CH:27][CH:26]=2)[CH:24]=[CH:23][CH:22]=[CH:21][CH:20]=1.O.C1(C)C=CC(S(O)(=O)=O)=CC=1.C([O-])(O)=O.[Na+], predict the reaction product. The product is: [C:19]1([C:25]2[CH:26]=[CH:27][C:28]3[N:29]([C:12]([CH2:11][C:7]4[CH:6]=[C:5]5[C:10](=[CH:9][CH:8]=4)[N:1]=[CH:2][CH:3]=[N:4]5)=[N:32][N:31]=3)[N:30]=2)[CH:20]=[CH:21][CH:22]=[CH:23][CH:24]=1.